Dataset: Full USPTO retrosynthesis dataset with 1.9M reactions from patents (1976-2016). Task: Predict the reactants needed to synthesize the given product. Given the product [Cl:24][C:25]1[CH:26]=[C:27]([CH:30]=[CH:31][CH:32]=1)[CH2:28][N:1]1[C:9]2[C:4](=[CH:5][CH:6]=[CH:7][CH:8]=2)[C:3]([S:10]([CH2:12][C:13]([NH:15][C:16]2[CH:20]=[C:19]([CH3:21])[O:18][N:17]=2)=[O:14])=[O:11])=[CH:2]1, predict the reactants needed to synthesize it. The reactants are: [NH:1]1[C:9]2[C:4](=[CH:5][CH:6]=[CH:7][CH:8]=2)[C:3]([S:10]([CH2:12][C:13]([NH:15][C:16]2[CH:20]=[C:19]([CH3:21])[O:18][N:17]=2)=[O:14])=[O:11])=[CH:2]1.[H-].[Na+].[Cl:24][C:25]1[CH:26]=[C:27]([CH:30]=[CH:31][CH:32]=1)[CH2:28]Br.